This data is from KCNQ2 potassium channel screen with 302,405 compounds. The task is: Binary Classification. Given a drug SMILES string, predict its activity (active/inactive) in a high-throughput screening assay against a specified biological target. (1) The compound is S(=O)(=O)(N1CCCC1)N(CC(=O)Nc1ccc(F)cc1)c1ccc(cc1)C. The result is 0 (inactive). (2) The drug is S=C(Nc1c(ccc(NC(=S)NC(=O)c2ccccc2)c1)C)NC(=O)c1ccccc1. The result is 0 (inactive). (3) The drug is Clc1c(c(NC(=O)C2C3CC(C2)CC3)ccc1)C. The result is 0 (inactive). (4) The compound is S1(=O)(=O)CC(NC2CCCC2)CC1. The result is 0 (inactive).